Dataset: Catalyst prediction with 721,799 reactions and 888 catalyst types from USPTO. Task: Predict which catalyst facilitates the given reaction. Reactant: [S-:1][C:2]#[N:3].[K+].[Br:5][C:6]1[CH:7]=[C:8]([NH2:17])[CH:9]=[N:10][C:11]=1[O:12][CH2:13][CH2:14][O:15][CH3:16].BrBr. Product: [Br:5][C:6]1[CH:7]=[C:8]2[N:17]=[C:2]([NH2:3])[S:1][C:9]2=[N:10][C:11]=1[O:12][CH2:13][CH2:14][O:15][CH3:16]. The catalyst class is: 15.